This data is from Reaction yield outcomes from USPTO patents with 853,638 reactions. The task is: Predict the reaction yield, written as a fraction of the theoretical maximum amount of product (1.0 means a 100% yield; for example, 0.34 means a 34% yield). (1) The reactants are [CH2:1]([O:8][C:9]1[CH:16]=[CH:15][C:12]([CH:13]=[O:14])=[C:11]([F:17])[CH:10]=1)[C:2]1[CH:7]=[CH:6][CH:5]=[CH:4][CH:3]=1.[BH4-].[Na+]. The catalyst is CO.ClCCl. The product is [CH2:1]([O:8][C:9]1[CH:16]=[CH:15][C:12]([CH2:13][OH:14])=[C:11]([F:17])[CH:10]=1)[C:2]1[CH:3]=[CH:4][CH:5]=[CH:6][CH:7]=1. The yield is 0.950. (2) The reactants are [C:1]([O:5][C:6]([N:8]1[CH:13]([CH:14]([OH:26])[CH:15]([N+:23]([O-])=O)[CH2:16][C:17]2[CH:22]=[CH:21][CH:20]=[CH:19][CH:18]=2)[CH:12]2[CH:27]([CH2:28][O:29][CH3:30])[CH:9]1[CH2:10][CH2:11]2)=[O:7])([CH3:4])([CH3:3])[CH3:2].[BH4-].[Na+]. The catalyst is CO.[Ni](Cl)Cl. The product is [C:1]([O:5][C:6]([N:8]1[CH:13]([CH:14]([OH:26])[CH:15]([NH2:23])[CH2:16][C:17]2[CH:18]=[CH:19][CH:20]=[CH:21][CH:22]=2)[CH:12]2[CH:27]([CH2:28][O:29][CH3:30])[CH:9]1[CH2:10][CH2:11]2)=[O:7])([CH3:3])([CH3:2])[CH3:4]. The yield is 0.820. (3) The yield is 0.0586. The reactants are [Cl:1][C:2]1[C:7]([CH:8]=O)=[C:6](Cl)[N:5]=[C:4]([CH3:11])[N:3]=1.[NH2:12][NH2:13]. The product is [Cl:1][C:2]1[N:3]=[C:4]([CH3:11])[N:5]=[C:6]2[NH:12][N:13]=[CH:8][C:7]=12. No catalyst specified. (4) The reactants are [OH:1][C@H:2]1[CH2:7][CH2:6][C@H:5]([N:8]2[C:13](=[O:14])[C:12]([CH2:15][C:16]3[CH:21]=[CH:20][C:19]([C:22]4[C:23]([C:28]#[N:29])=[CH:24][CH:25]=[CH:26][CH:27]=4)=[CH:18][CH:17]=3)=[C:11]([CH2:30][CH2:31][CH3:32])[N:10]3[N:33]=[CH:34][N:35]=[C:9]23)[CH2:4][CH2:3]1.[O:36]1[CH:40]=[CH:39][C:38](O)=[N:37]1.C1(P(C2C=CC=CC=2)C2C=CC=CC=2)C=CC=CC=1.[N:62]([C:63]([O:65]C(C)C)=[O:64])=[N:62][C:63]([O:65]C(C)C)=[O:64].Cl.[Cl-].O[NH3+].C(=O)([O-])O.[Na+]. The catalyst is O1CCCC1.O.C(OCC)(=O)C.CS(C)=O. The product is [O:36]1[CH:40]=[CH:39][C:38]([O:1][C@@H:2]2[CH2:7][CH2:6][C@H:5]([N:8]3[C:13](=[O:14])[C:12]([CH2:15][C:16]4[CH:21]=[CH:20][C:19]([C:22]5[CH:27]=[CH:26][CH:25]=[CH:24][C:23]=5[C:28]5[NH:62][C:63](=[O:64])[O:65][N:29]=5)=[CH:18][CH:17]=4)=[C:11]([CH2:30][CH2:31][CH3:32])[N:10]4[N:33]=[CH:34][N:35]=[C:9]34)[CH2:4][CH2:3]2)=[N:37]1. The yield is 0.220. (5) The reactants are C([O:8][C:9]1[C:14]2[CH:15]=[C:16]([C:18]3[N:19]=[C:20]4[N:24]([CH:25]=3)[N:23]=[C:22]([C:26]([F:29])([F:28])[CH3:27])[S:21]4)[O:17][C:13]=2[CH:12]=[C:11]([O:30][CH3:31])[CH:10]=1)C1C=CC=CC=1.CC1C(C)=C(C)C(C)=C(C)C=1.ClCCl.B(Cl)(Cl)Cl. No catalyst specified. The product is [F:28][C:26]([C:22]1[S:21][C:20]2=[N:19][C:18]([C:16]3[O:17][C:13]4[C:14](=[C:9]([OH:8])[CH:10]=[C:11]([O:30][CH3:31])[CH:12]=4)[CH:15]=3)=[CH:25][N:24]2[N:23]=1)([F:29])[CH3:27]. The yield is 0.730. (6) The reactants are [P:1](=[O:5])([OH:4])([OH:3])[OH:2].[CH3:6][N:7]1[CH2:24][CH:23]2[CH:9]([C:10]3[CH:11]=[CH:12][CH:13]=[CH:14][C:15]=3[O:16][C:17]3[CH:18]=[CH:19][C:20]([Cl:25])=[CH:21][C:22]=32)[CH2:8]1. The catalyst is C(O)C. The product is [CH3:6][N:7]1[CH2:24][CH:23]2[CH:9]([C:10]3[CH:11]=[CH:12][CH:13]=[CH:14][C:15]=3[O:16][C:17]3[CH:18]=[CH:19][C:20]([Cl:25])=[CH:21][C:22]=32)[CH2:8]1.[P:1]([O-:5])([O-:4])([O-:3])=[O:2]. The yield is 0.940. (7) The reactants are C([O:3][C:4]([C:6]1[CH:7]=[C:8]([CH:19]=[CH:20][CH:21]=1)[O:9][C:10]1[CH:15]=[CH:14][C:13]([N+:16]([O-:18])=[O:17])=[CH:12][CH:11]=1)=[O:5])C.C1COCC1.O.O[Li].O. The catalyst is O. The product is [C:4]([C:6]1[CH:7]=[C:8]([CH:19]=[CH:20][CH:21]=1)[O:9][C:10]1[CH:11]=[CH:12][C:13]([N+:16]([O-:18])=[O:17])=[CH:14][CH:15]=1)([OH:5])=[O:3]. The yield is 0.950.